Dataset: Forward reaction prediction with 1.9M reactions from USPTO patents (1976-2016). Task: Predict the product of the given reaction. Given the reactants C(O[C:4](=O)[NH:5][CH:6]1[CH2:11][CH2:10][CH2:9][CH2:8][CH:7]1[OH:12])C.[H-].[H-].[H-].[H-].[Li+].[Al+3], predict the reaction product. The product is: [CH3:4][NH:5][CH:6]1[CH2:11][CH2:10][CH2:9][CH2:8][CH:7]1[OH:12].